This data is from Full USPTO retrosynthesis dataset with 1.9M reactions from patents (1976-2016). The task is: Predict the reactants needed to synthesize the given product. (1) Given the product [CH:1]1[C:10]2[C:5](=[CH:6][CH:7]=[CH:8][CH:9]=2)[C:4](/[CH:11]=[CH:21]/[CH:22]=[O:23])=[CH:3][N:2]=1, predict the reactants needed to synthesize it. The reactants are: [CH:1]1[C:10]2[C:5](=[CH:6][CH:7]=[CH:8][CH:9]=2)[C:4]([CH:11]=O)=[CH:3][N:2]=1.N1(C2C=C[C:21]([CH:22]=[O:23])=CC=2)C=CC=N1. (2) The reactants are: [F:1][C:2]1[CH:7]=[CH:6][C:5]([CH:8]([C:20]2[CH:25]=[CH:24][C:23]([F:26])=[CH:22][CH:21]=2)[C:9]([NH:11][C@@H:12]2[C@@H:19]3[C@@H:15]([CH2:16][NH:17][CH2:18]3)[CH2:14][CH2:13]2)=[O:10])=[CH:4][CH:3]=1.[C:27]([O:31][C:32]([N:34]([CH3:43])[C@@H:35]([CH2:39][CH:40]([CH3:42])[CH3:41])[C:36](O)=[O:37])=[O:33])([CH3:30])([CH3:29])[CH3:28].O.ON1C2C=CC=CC=2N=N1.C(N=C=NCCCN(C)C)C. Given the product [F:26][C:23]1[CH:22]=[CH:21][C:20]([CH:8]([C:5]2[CH:6]=[CH:7][C:2]([F:1])=[CH:3][CH:4]=2)[C:9]([NH:11][C@@H:12]2[C@@H:19]3[C@@H:15]([CH2:16][N:17]([C:36](=[O:37])[C@@H:35]([N:34]([CH3:43])[C:32](=[O:33])[O:31][C:27]([CH3:29])([CH3:28])[CH3:30])[CH2:39][CH:40]([CH3:42])[CH3:41])[CH2:18]3)[CH2:14][CH2:13]2)=[O:10])=[CH:25][CH:24]=1, predict the reactants needed to synthesize it. (3) Given the product [CH:15]1([C:4]2[CH:5]=[C:6]([CH:12]=[C:13]([OH:14])[C:3]=2[I:22])[C:7]([O:9][CH2:10][CH3:11])=[O:8])[CH2:17][CH2:16]1, predict the reactants needed to synthesize it. The reactants are: Cl.N[C:3]1[C:13]([OH:14])=[CH:12][C:6]([C:7]([O:9][CH2:10][CH3:11])=[O:8])=[CH:5][C:4]=1[CH:15]1[CH2:17][CH2:16]1.N([O-])=O.[Na+].[I-:22].[K+].C(=O)([O-])O.[Na+].